From a dataset of Full USPTO retrosynthesis dataset with 1.9M reactions from patents (1976-2016). Predict the reactants needed to synthesize the given product. (1) Given the product [CH3:9][O:8][C:6]([C:5]1[CH:4]=[CH:3][C:2]([O:1][C:13]2[CH:18]=[CH:17][CH:16]=[CH:15][C:14]=2[N+:19]([O-:21])=[O:20])=[CH:11][CH:10]=1)=[O:7].[CH3:22][O:23][C:24]([C:26]1[CH:39]=[CH:38][C:29]([O:30][C:31]2[CH:37]=[CH:36][CH:35]=[CH:34][C:32]=2[NH:33][C:2]([NH:40][C:41]2[S:42][CH:43]=[CH:44][N:45]=2)=[O:1])=[CH:28][CH:27]=1)=[O:25], predict the reactants needed to synthesize it. The reactants are: [OH:1][C:2]1[CH:11]=[CH:10][C:5]([C:6]([O:8][CH3:9])=[O:7])=[CH:4][CH:3]=1.F[C:13]1[CH:18]=[CH:17][CH:16]=[CH:15][C:14]=1[N+:19]([O-:21])=[O:20].[CH3:22][O:23][C:24]([C:26]1[CH:39]=[CH:38][C:29]([O:30][C:31]2[CH:37]=[CH:36][CH:35]=[CH:34][C:32]=2[NH2:33])=[CH:28][CH:27]=1)=[O:25].[NH2:40][C:41]1[S:42][CH:43]=[CH:44][N:45]=1. (2) Given the product [C:1]([O:5][C:6]([N:8]1[CH2:13][CH2:12][N:11]([C:14]2[CH:19]=[CH:18][CH:17]=[C:16]([NH:20][S:24]([CH2:23][Cl:22])(=[O:26])=[O:25])[C:15]=2[OH:21])[CH2:10][CH2:9]1)=[O:7])([CH3:4])([CH3:2])[CH3:3], predict the reactants needed to synthesize it. The reactants are: [C:1]([O:5][C:6]([N:8]1[CH2:13][CH2:12][N:11]([C:14]2[CH:19]=[CH:18][CH:17]=[C:16]([NH2:20])[C:15]=2[OH:21])[CH2:10][CH2:9]1)=[O:7])([CH3:4])([CH3:3])[CH3:2].[Cl:22][CH2:23][S:24](Cl)(=[O:26])=[O:25].N1C=CC=CC=1. (3) Given the product [OH:1][C:2]([C:5]1[O:9][N:8]=[C:7]([CH:10]([CH:11]([C:12]#[N:13])[C:14]#[N:15])[CH2:16][CH3:17])[CH:6]=1)([CH3:4])[CH3:3], predict the reactants needed to synthesize it. The reactants are: [OH:1][C:2]([C:5]1[O:9][N:8]=[C:7]([CH:10]=[C:11]([C:14]#[N:15])[C:12]#[N:13])[CH:6]=1)([CH3:4])[CH3:3].[CH2:16]([Mg]Br)[CH3:17].Cl. (4) Given the product [C:1]([C:3]1[CH:8]=[CH:7][CH:6]=[CH:5][C:4]=1[S:9]([N:14]([CH3:15])[CH3:13])(=[O:11])=[O:10])#[N:2], predict the reactants needed to synthesize it. The reactants are: [C:1]([C:3]1[CH:8]=[CH:7][CH:6]=[CH:5][C:4]=1[S:9](Cl)(=[O:11])=[O:10])#[N:2].[CH3:13][NH:14][CH3:15].C1COCC1.C(N(CC)CC)C. (5) The reactants are: [CH2:1]([O:3][C:4]([CH:6]1[CH2:11][CH2:10][N:9](CC2C=CC=CC=2)[CH:8]([CH2:19][CH3:20])[C:7]1=[O:21])=[O:5])[CH3:2].[CH3:34][C:33]([O:32][C:30](O[C:30]([O:32][C:33]([CH3:36])([CH3:35])[CH3:34])=[O:31])=[O:31])([CH3:36])[CH3:35].[H][H]. Given the product [CH2:1]([O:3][C:4]([CH:6]1[CH2:11][CH2:10][N:9]([C:30]([O:32][C:33]([CH3:34])([CH3:35])[CH3:36])=[O:31])[CH:8]([CH2:19][CH3:20])[C:7]1=[O:21])=[O:5])[CH3:2], predict the reactants needed to synthesize it. (6) Given the product [F:15][C:16]1[C:21]([F:22])=[C:20]([O:23][CH3:24])[CH:19]=[CH:18][C:17]=1[C:8]1[CH:13]=[CH:12][C:11]([F:14])=[CH:10][N:9]=1, predict the reactants needed to synthesize it. The reactants are: C([O-])([O-])=O.[Na+].[Na+].Br[C:8]1[CH:13]=[CH:12][C:11]([F:14])=[CH:10][N:9]=1.[F:15][C:16]1[C:21]([F:22])=[C:20]([O:23][CH3:24])[CH:19]=[CH:18][C:17]=1B(O)O.